Dataset: Peptide-MHC class II binding affinity with 134,281 pairs from IEDB. Task: Regression. Given a peptide amino acid sequence and an MHC pseudo amino acid sequence, predict their binding affinity value. This is MHC class II binding data. (1) The peptide sequence is GELQIVFKIDAAFKI. The MHC is DRB3_0101 with pseudo-sequence DRB3_0101. The binding affinity (normalized) is 0.843. (2) The peptide sequence is LLFSIMKNTTNTRRG. The MHC is DRB1_0401 with pseudo-sequence DRB1_0401. The binding affinity (normalized) is 0.756.